This data is from Reaction yield outcomes from USPTO patents with 853,638 reactions. The task is: Predict the reaction yield, written as a fraction of the theoretical maximum amount of product (1.0 means a 100% yield; for example, 0.34 means a 34% yield). The reactants are [C:1]1([C:8]2[CH:13]=[CH:12][CH:11]=[CH:10][CH:9]=2)[CH:6]=[CH:5][C:4]([NH2:7])=[CH:3][CH:2]=1.[CH2:14]([O:16]C=O)C. No catalyst specified. The product is [C:1]1([C:8]2[CH:13]=[CH:12][CH:11]=[CH:10][CH:9]=2)[CH:2]=[CH:3][C:4]([NH:7][CH:14]=[O:16])=[CH:5][CH:6]=1. The yield is 0.862.